From a dataset of Forward reaction prediction with 1.9M reactions from USPTO patents (1976-2016). Predict the product of the given reaction. (1) Given the reactants [F:1][C:2]1[CH:3]=[C:4]([N+:9]([O-:11])=[O:10])[CH:5]=[CH:6][C:7]=1F.[SH:12][C:13]1[NH:14][CH:15]=[CH:16][N:17]=1, predict the reaction product. The product is: [F:1][C:2]1[CH:3]=[C:4]([N+:9]([O-:11])=[O:10])[CH:5]=[CH:6][C:7]=1[S:12][C:13]1[NH:14][CH:15]=[CH:16][N:17]=1. (2) The product is: [CH3:12][C:8]1[CH:7]=[C:6]([O:5][C:4]2[CH:3]=[CH:2][C:17]([NH2:18])=[CH:16][CH:15]=2)[CH:11]=[CH:10][N:9]=1. Given the reactants N[C:2]1[CH:3]=[C:4]([CH:15]=[CH:16][CH:17]=1)[O:5][C:6]1[CH:11]=[CH:10][N:9]=[C:8]([C:12](N)=O)[CH:7]=1.[NH2:18]C1C=CC(O)=CC=1.ClC1C=CN=C(C)C=1, predict the reaction product.